Dataset: Peptide-MHC class I binding affinity with 185,985 pairs from IEDB/IMGT. Task: Regression. Given a peptide amino acid sequence and an MHC pseudo amino acid sequence, predict their binding affinity value. This is MHC class I binding data. (1) The binding affinity (normalized) is 0.0847. The peptide sequence is YWDQVTFFY. The MHC is HLA-A02:11 with pseudo-sequence HLA-A02:11. (2) The peptide sequence is GEIGIRNWL. The MHC is HLA-A30:01 with pseudo-sequence HLA-A30:01. The binding affinity (normalized) is 0.0847. (3) The binding affinity (normalized) is 0.0847. The peptide sequence is NSNINVINY. The MHC is HLA-B38:01 with pseudo-sequence HLA-B38:01. (4) The peptide sequence is RRAAVSTLE. The MHC is HLA-A03:01 with pseudo-sequence HLA-A03:01. The binding affinity (normalized) is 0.0847. (5) The binding affinity (normalized) is 0.823. The MHC is HLA-A11:01 with pseudo-sequence HLA-A11:01. The peptide sequence is RSTAIKVTK. (6) The peptide sequence is VSIRGSHHK. The MHC is HLA-B15:17 with pseudo-sequence HLA-B15:17. The binding affinity (normalized) is 0.0847. (7) The peptide sequence is EPEPHILLF. The MHC is HLA-B58:01 with pseudo-sequence HLA-B58:01. The binding affinity (normalized) is 0.0847. (8) The peptide sequence is TAEDMLNPNY. The MHC is HLA-A29:02 with pseudo-sequence HLA-A29:02. The binding affinity (normalized) is 0.204. (9) The MHC is HLA-A29:02 with pseudo-sequence HLA-A29:02. The peptide sequence is DYRHYSASF. The binding affinity (normalized) is 0.700. (10) The peptide sequence is DSPATLSAY. The MHC is HLA-B15:09 with pseudo-sequence HLA-B15:09. The binding affinity (normalized) is 0.0847.